From a dataset of Forward reaction prediction with 1.9M reactions from USPTO patents (1976-2016). Predict the product of the given reaction. Given the reactants [CH3:1][O:2][C:3](=[O:30])[C:4]1[CH:9]=[C:8]([O:10][C:11]2[CH:16]=[CH:15][C:14]([C:17]#[N:18])=[CH:13][CH:12]=2)[CH:7]=[CH:6][C:5]=1[NH:19][S:20]([C:23]1[CH:28]=[CH:27][C:26]([CH3:29])=[CH:25][CH:24]=1)(=[O:22])=[O:21].CCN(CC)CC, predict the reaction product. The product is: [CH3:1][O:2][C:3](=[O:30])[C:4]1[CH:9]=[C:8]([O:10][C:11]2[CH:12]=[CH:13][C:14]([CH2:17][NH2:18])=[CH:15][CH:16]=2)[CH:7]=[CH:6][C:5]=1[NH:19][S:20]([C:23]1[CH:24]=[CH:25][C:26]([CH3:29])=[CH:27][CH:28]=1)(=[O:22])=[O:21].